Dataset: Forward reaction prediction with 1.9M reactions from USPTO patents (1976-2016). Task: Predict the product of the given reaction. Given the reactants [C:1]([O:4][CH2:5][CH2:6][CH2:7][N:8]1[CH2:13][CH2:12][CH:11]([CH2:14][OH:15])[CH2:10][CH2:9]1)(=[O:3])[CH3:2].C[N+]1([O-])CCOCC1, predict the reaction product. The product is: [C:1]([O:4][CH2:5][CH2:6][CH2:7][N:8]1[CH2:13][CH2:12][CH:11]([CH:14]=[O:15])[CH2:10][CH2:9]1)(=[O:3])[CH3:2].